Dataset: Catalyst prediction with 721,799 reactions and 888 catalyst types from USPTO. Task: Predict which catalyst facilitates the given reaction. (1) Reactant: Cl.Cl.[CH2:3]([N:10]([CH2:25][CH2:26][N:27]([CH3:29])[CH3:28])[C:11](=[O:24])[CH2:12][O:13][C:14]1[CH:15]=[CH:16][CH:17]=[C:18]2[C:23]=1[CH2:22][NH:21][CH2:20][CH2:19]2)[C:4]1[CH:9]=[CH:8][CH:7]=[CH:6][CH:5]=1.[CH3:30][O:31][C:32](Cl)=[O:33].C([O-])(O)=O.[Na+]. Product: [CH3:30][O:31][C:32]([N:21]1[CH2:20][CH2:19][C:18]2[C:23](=[C:14]([O:13][CH2:12][C:11](=[O:24])[N:10]([CH2:3][C:4]3[CH:5]=[CH:6][CH:7]=[CH:8][CH:9]=3)[CH2:25][CH2:26][N:27]([CH3:29])[CH3:28])[CH:15]=[CH:16][CH:17]=2)[CH2:22]1)=[O:33]. The catalyst class is: 2. (2) Reactant: [CH2:1]([O:3][C:4](=[O:24])[CH2:5][CH:6]1[O:10][B:9]([OH:11])[C:8]2[CH:12]=[C:13]([O:17]C3CCCCO3)[CH:14]=[C:15]([CH3:16])[C:7]1=2)[CH3:2].Cl. Product: [CH2:1]([O:3][C:4](=[O:24])[CH2:5][CH:6]1[O:10][B:9]([OH:11])[C:8]2[CH:12]=[C:13]([OH:17])[CH:14]=[C:15]([CH3:16])[C:7]1=2)[CH3:2]. The catalyst class is: 1. (3) Reactant: [Cl:1][C:2]1[CH:3]=[C:4]2[C:8](=[CH:9][CH:10]=1)[N:7]([CH2:11][C:12]1[CH:13]=[C:14]([CH:19]=[CH:20][N:21]=1)[C:15]([O:17]C)=[O:16])[N:6]=[CH:5]2.O[Li].O.O. Product: [Cl:1][C:2]1[CH:3]=[C:4]2[C:8](=[CH:9][CH:10]=1)[N:7]([CH2:11][C:12]1[CH:13]=[C:14]([CH:19]=[CH:20][N:21]=1)[C:15]([OH:17])=[O:16])[N:6]=[CH:5]2. The catalyst class is: 1.